Dataset: Catalyst prediction with 721,799 reactions and 888 catalyst types from USPTO. Task: Predict which catalyst facilitates the given reaction. (1) Reactant: [OH:1][C:2]([CH3:35])([CH3:34])[CH2:3][C@@:4]1([C:28]2[CH:33]=[CH:32][CH:31]=[CH:30][CH:29]=2)[O:9][C:8](=[O:10])[N:7]([C@H:11]([C:13]2[CH:18]=[CH:17][C:16](B3OC(C)(C)C(C)(C)O3)=[CH:15][CH:14]=2)[CH3:12])[CH2:6][CH2:5]1.Br[C:37]1[CH:38]=[CH:39][C:40]2[N:41]([N:43]=[CH:44][N:45]=2)[CH:42]=1.C([O-])([O-])=O.[Cs+].[Cs+]. Product: [N:45]1[CH:44]=[N:43][N:41]2[CH:42]=[C:37]([C:16]3[CH:15]=[CH:14][C:13]([C@@H:11]([N:7]4[CH2:6][CH2:5][C@:4]([CH2:3][C:2]([OH:1])([CH3:34])[CH3:35])([C:28]5[CH:33]=[CH:32][CH:31]=[CH:30][CH:29]=5)[O:9][C:8]4=[O:10])[CH3:12])=[CH:18][CH:17]=3)[CH:38]=[CH:39][C:40]=12. The catalyst class is: 12. (2) Reactant: [C:1]1([C:7]2([C:11]#[N:12])[CH2:10][CH2:9][CH2:8]2)[CH:6]=[CH:5][CH:4]=[CH:3][CH:2]=1.[H-].[Al+3].[Li+].[H-].[H-].[H-]. Product: [C:1]1([C:7]2([CH2:11][NH2:12])[CH2:10][CH2:9][CH2:8]2)[CH:6]=[CH:5][CH:4]=[CH:3][CH:2]=1. The catalyst class is: 7. (3) Reactant: C(O[C@H]1[C@H:10]([O:11][C:12](=[O:14])[CH3:13])[C@@H:9]([O:15][C:16](=[O:18])[CH3:17])[C@H:8]([C:19]2[CH:24]=[CH:23][C:22]([CH2:25]O)=[C:21]([CH:27]([C:29]3[CH:34]=[CH:33][C:32]([CH2:35][CH3:36])=[CH:31][CH:30]=3)[OH:28])[CH:20]=2)[O:7][C@@H]1COC(=O)C)(=O)C.[CH3:42][CH2:43][O:44][C:45]([CH3:47])=[O:46]. Product: [C:45]([O:44][C@H:43]1[C@H:10]([O:11][C:12](=[O:14])[CH3:13])[C@@H:9]([O:15][C:16](=[O:18])[CH3:17])[C@H:8]([C:19]2[CH:20]=[C:21]3[C:22](=[CH:23][CH:24]=2)[CH2:25][O:28][CH:27]3[C:29]2[CH:30]=[CH:31][C:32]([CH2:35][CH3:36])=[CH:33][CH:34]=2)[O:7][C@@H:42]1[CH2:10][O:11][C:12](=[O:14])[CH3:13])(=[O:46])[CH3:47]. The catalyst class is: 11. (4) Reactant: [CH2:1]([O:3][C:4]([C:6]1[C:7]2[O:14][C:13]([C:15]([O:17][CH2:18][C:19]3[CH:24]=[CH:23][CH:22]=[CH:21][CH:20]=3)=[O:16])=[C:12]([OH:25])[C:8]=2[CH:9]=[N:10][CH:11]=1)=[O:5])[CH3:2].N1C=CC=CC=1.[F:32][C:33]([F:46])([F:45])[S:34](O[S:34]([C:33]([F:46])([F:45])[F:32])(=[O:36])=[O:35])(=[O:36])=[O:35]. Product: [CH2:1]([O:3][C:4]([C:6]1[C:7]2[O:14][C:13]([C:15]([O:17][CH2:18][C:19]3[CH:20]=[CH:21][CH:22]=[CH:23][CH:24]=3)=[O:16])=[C:12]([O:25][S:34]([C:33]([F:46])([F:45])[F:32])(=[O:36])=[O:35])[C:8]=2[CH:9]=[N:10][CH:11]=1)=[O:5])[CH3:2]. The catalyst class is: 4. (5) Reactant: Cl[C:2]1[C:11]2[C:6](=[CH:7][C:8]([NH:12][C:13]3[CH:18]=[CH:17][C:16]([F:19])=[CH:15][CH:14]=3)=[CH:9][CH:10]=2)[CH:5]=[N:4][N:3]=1.CC1(C)CC(C)OB([C:28](=[CH2:33])[C:29]([F:32])([F:31])[F:30])O1.O.C(=O)([O-])[O-].[Na+].[Na+].O. Product: [F:19][C:16]1[CH:17]=[CH:18][C:13]([NH:12][C:8]2[CH:7]=[C:6]3[C:11](=[CH:10][CH:9]=2)[C:2]([C:28](=[CH2:33])[C:29]([F:32])([F:31])[F:30])=[N:3][N:4]=[CH:5]3)=[CH:14][CH:15]=1. The catalyst class is: 70.